Task: Predict the reactants needed to synthesize the given product.. Dataset: Full USPTO retrosynthesis dataset with 1.9M reactions from patents (1976-2016) (1) Given the product [NH2:41][CH2:42][C:43]([N:2]1[CH2:6][CH2:5][CH:4]2[CH2:7][N:8]([CH2:10][C:11]3[CH:26]=[CH:25][C:14]([O:15][C:16]4[S:17][C:18]5[CH:24]=[CH:23][CH:22]=[CH:21][C:19]=5[N:20]=4)=[CH:13][CH:12]=3)[CH2:9][CH:3]12)=[O:44], predict the reactants needed to synthesize it. The reactants are: Cl.[NH:2]1[CH2:6][CH2:5][CH:4]2[CH2:7][N:8]([CH2:10][C:11]3[CH:26]=[CH:25][C:14]([O:15][C:16]4[S:17][C:18]5[CH:24]=[CH:23][CH:22]=[CH:21][C:19]=5[N:20]=4)=[CH:13][CH:12]=3)[CH2:9][CH:3]12.CCN(CC)CC.C([NH:41][CH2:42][C:43](O)=[O:44])(OC(C)(C)C)=O.Cl.CN(C)CCCN=C=NCC.FC(F)(F)C(O)=O. (2) The reactants are: [F:1][C:2]([F:7])([F:6])[C:3](O)=[O:4].[Cl:8][C:9]1[CH:10]=[C:11]2[C:16](=[CH:17][CH:18]=1)[CH:15]=[C:14]([S:19]([CH2:22][C@@H:23]([NH:42]C(=O)OC(C)(C)C)[C:24]([N:26]1[CH2:31][CH2:30][CH:29]([N:32]3[CH2:36][C:35]4=[CH:37][N:38]=[C:39]([CH3:40])[N:34]4[C:33]3=[O:41])[CH2:28][CH2:27]1)=[O:25])(=[O:21])=[O:20])[CH:13]=[CH:12]2.C(=O)([O-])O.[Na+].C(=O)([O-])[O-].[K+].[K+]. Given the product [Cl:8][C:9]1[CH:10]=[C:11]2[C:16](=[CH:17][CH:18]=1)[CH:15]=[C:14]([S:19]([CH2:22][C@@H:23]([NH:42][C:3](=[O:4])[C:2]([F:7])([F:6])[F:1])[C:24]([N:26]1[CH2:27][CH2:28][CH:29]([N:32]3[CH2:36][C:35]4=[CH:37][N:38]=[C:39]([CH3:40])[N:34]4[C:33]3=[O:41])[CH2:30][CH2:31]1)=[O:25])(=[O:21])=[O:20])[CH:13]=[CH:12]2, predict the reactants needed to synthesize it.